Dataset: Full USPTO retrosynthesis dataset with 1.9M reactions from patents (1976-2016). Task: Predict the reactants needed to synthesize the given product. (1) The reactants are: [C:1]([C:3]1[CH:4]=[C:5]([N+:10]([O-:12])=[O:11])[CH:6]=[CH:7][C:8]=1F)#[N:2].[NH:13]1[CH2:18][CH2:17][O:16][CH2:15][CH2:14]1.C(N(CC)C(C)C)(C)C. Given the product [N:13]1([C:8]2[CH:7]=[CH:6][C:5]([N+:10]([O-:12])=[O:11])=[CH:4][C:3]=2[C:1]#[N:2])[CH2:18][CH2:17][O:16][CH2:15][CH2:14]1, predict the reactants needed to synthesize it. (2) Given the product [OH:1][C:2]1([C:29]2[S:33][C:32]([S:34]([CH3:35])=[O:37])=[N:31][CH:30]=2)[CH2:3][CH2:4][CH:5]([N:8]2[CH2:9][CH:10]([NH:12][C:13]([CH2:15][NH:16][C:17](=[O:28])[C:18]3[CH:23]=[CH:22][CH:21]=[C:20]([C:24]([F:25])([F:26])[F:27])[CH:19]=3)=[O:14])[CH2:11]2)[CH2:6][CH2:7]1, predict the reactants needed to synthesize it. The reactants are: [OH:1][C:2]1([C:29]2[S:33][C:32]([S:34][CH3:35])=[N:31][CH:30]=2)[CH2:7][CH2:6][CH:5]([N:8]2[CH2:11][CH:10]([NH:12][C:13]([CH2:15][NH:16][C:17](=[O:28])[C:18]3[CH:23]=[CH:22][CH:21]=[C:20]([C:24]([F:27])([F:26])[F:25])[CH:19]=3)=[O:14])[CH2:9]2)[CH2:4][CH2:3]1.O.[OH:37]OS([O-])=O.[K+]. (3) Given the product [N:1]1[CH:6]=[CH:5][CH:4]=[N:3][C:2]=1[C:7]1[CH:8]=[C:9]([CH2:13][CH2:14][NH2:15])[CH:10]=[CH:11][CH:12]=1, predict the reactants needed to synthesize it. The reactants are: [N:1]1[CH:6]=[CH:5][CH:4]=[N:3][C:2]=1[C:7]1[CH:8]=[C:9]([CH2:13][C:14]#[N:15])[CH:10]=[CH:11][CH:12]=1.CO. (4) The reactants are: Br[C:2]1[CH:3]=[CH:4][C:5]2[O:14][CH2:13][CH2:12][C:11]3[S:10][C:9]([C:15]4[N:16]([CH:20]([CH3:22])[CH3:21])[N:17]=[CH:18][N:19]=4)=[N:8][C:7]=3[C:6]=2[CH:23]=1.[S:24]([C:28]1[CH:33]=[CH:32][C:31](B(O)O)=[CH:30][CH:29]=1)(=[O:27])(=[O:26])[NH2:25]. Given the product [CH:20]([N:16]1[C:15]([C:9]2[S:10][C:11]3[CH2:12][CH2:13][O:14][C:5]4[CH:4]=[CH:3][C:2]([C:31]5[CH:32]=[CH:33][C:28]([S:24]([NH2:25])(=[O:27])=[O:26])=[CH:29][CH:30]=5)=[CH:23][C:6]=4[C:7]=3[N:8]=2)=[N:19][CH:18]=[N:17]1)([CH3:22])[CH3:21], predict the reactants needed to synthesize it. (5) Given the product [C:1]([O:5][C:6](=[O:9])[CH2:7][O:8][C:13]1[N:14]=[N:15][C:16]([C:19]2[CH:24]=[CH:23][CH:22]=[CH:21][C:20]=2[F:25])=[CH:17][CH:18]=1)([CH3:4])([CH3:3])[CH3:2], predict the reactants needed to synthesize it. The reactants are: [C:1]([O:5][C:6](=[O:9])[CH2:7][OH:8])([CH3:4])([CH3:3])[CH3:2].[H-].[Na+].Br[C:13]1[N:14]=[N:15][C:16]([C:19]2[CH:24]=[CH:23][CH:22]=[CH:21][C:20]=2[F:25])=[CH:17][CH:18]=1. (6) Given the product [OH:8][CH2:7][C:3]1[C:2]2[N:1]([N:21]=[C:27]([C:25]([OH:24])=[O:26])[CH:28]=2)[CH:6]=[CH:5][CH:4]=1, predict the reactants needed to synthesize it. The reactants are: [N:1]1[CH:6]=[CH:5][CH:4]=[C:3]([CH2:7][OH:8])[CH:2]=1.C1(C)C=C(C)C=C(C)C=1S(O[NH2:21])(=O)=O.C[O:24][C:25]([C:27]#[C:28]C(OC)=O)=[O:26].OS(O)(=O)=O. (7) Given the product [CH2:16]([O:23][NH:24][C:2]1[C:7]([C:8]([O:10][CH3:11])=[O:9])=[CH:6][C:5]([C:12]([O:14][CH3:15])=[O:13])=[CH:4][N:3]=1)[C:17]1[CH:22]=[CH:21][CH:20]=[CH:19][CH:18]=1, predict the reactants needed to synthesize it. The reactants are: Cl[C:2]1[C:7]([C:8]([O:10][CH3:11])=[O:9])=[CH:6][C:5]([C:12]([O:14][CH3:15])=[O:13])=[CH:4][N:3]=1.[CH2:16]([O:23][NH2:24])[C:17]1[CH:22]=[CH:21][CH:20]=[CH:19][CH:18]=1. (8) The reactants are: [H-].[Al+3].[Li+].[H-].[H-].[H-].[CH2:7]([C@H:14]([NH:33][CH:34]=O)[CH2:15][NH:16][C:17]1[C:18]2[CH:32]=[CH:31][N:30]=[CH:29][C:19]=2[N:20]=[C:21]([C:23]2[CH:28]=[CH:27][N:26]=[CH:25][CH:24]=2)[N:22]=1)[C:8]1[CH:13]=[CH:12][CH:11]=[CH:10][CH:9]=1. Given the product [CH3:34][NH:33][C@H:14]([CH2:15][NH:16][C:17]1[C:18]2[CH:32]=[CH:31][N:30]=[CH:29][C:19]=2[N:20]=[C:21]([C:23]2[CH:24]=[CH:25][N:26]=[CH:27][CH:28]=2)[N:22]=1)[CH2:7][C:8]1[CH:9]=[CH:10][CH:11]=[CH:12][CH:13]=1, predict the reactants needed to synthesize it. (9) The reactants are: [C:1](=[S:3])=S.[NH2:4][C:5]1[CH:6]=[CH:7][C:8]([OH:14])=[C:9]([CH:13]=1)[C:10]([OH:12])=[O:11].C(N(CC)CC)C.II.Cl.S([O-])([O-])=O.[Na+].[Na+]. Given the product [N:4]([C:5]1[CH:6]=[CH:7][C:8]([OH:14])=[C:9]([CH:13]=1)[C:10]([OH:12])=[O:11])=[C:1]=[S:3], predict the reactants needed to synthesize it.